Task: Regression. Given a peptide amino acid sequence and an MHC pseudo amino acid sequence, predict their binding affinity value. This is MHC class I binding data.. Dataset: Peptide-MHC class I binding affinity with 185,985 pairs from IEDB/IMGT The peptide sequence is LNKSDSSWAV. The MHC is HLA-A02:03 with pseudo-sequence HLA-A02:03. The binding affinity (normalized) is 0.208.